Dataset: Acute oral toxicity (LD50) regression data from Zhu et al.. Task: Regression/Classification. Given a drug SMILES string, predict its toxicity properties. Task type varies by dataset: regression for continuous values (e.g., LD50, hERG inhibition percentage) or binary classification for toxic/non-toxic outcomes (e.g., AMES mutagenicity, cardiotoxicity, hepatotoxicity). Dataset: ld50_zhu. The drug is CCCOCCO. The rat oral LD50 is 1.53, given as -log10 of the dose in mol/kg body weight (higher means more acutely toxic).